Dataset: Full USPTO retrosynthesis dataset with 1.9M reactions from patents (1976-2016). Task: Predict the reactants needed to synthesize the given product. Given the product [CH3:31][C:32]([CH3:38])([CH3:37])[CH2:33][C:34]([O:20][C:17]1[CH:18]=[CH:19][C:14]([C:7]2[C:6]3[C:10](=[C:2]([Cl:1])[CH:3]=[CH:4][CH:5]=3)[N:9]([CH2:11][CH2:12][CH3:13])[N:8]=2)=[CH:15][C:16]=1[F:21])=[O:35], predict the reactants needed to synthesize it. The reactants are: [Cl:1][C:2]1[CH:3]=[CH:4][CH:5]=[C:6]2[C:10]=1[N:9]([CH2:11][CH2:12][CH3:13])[N:8]=[C:7]2[C:14]1[CH:19]=[CH:18][C:17]([OH:20])=[C:16]([F:21])[CH:15]=1.C(N(C(C)C)CC)(C)C.[CH3:31][C:32]([CH3:38])([CH3:37])[CH2:33][C:34](Cl)=[O:35].